From a dataset of Forward reaction prediction with 1.9M reactions from USPTO patents (1976-2016). Predict the product of the given reaction. (1) Given the reactants [F:1][C:2]1[CH:7]=[CH:6][C:5]([CH2:8][CH:9]([C:13](OC)=[O:14])[C:10]([OH:12])=[O:11])=[CH:4][CH:3]=1.[Li+].[BH4-].C1COCC1, predict the reaction product. The product is: [F:1][C:2]1[CH:3]=[CH:4][C:5]([CH2:8][CH:9]([CH2:13][OH:14])[C:10]([OH:12])=[O:11])=[CH:6][CH:7]=1. (2) Given the reactants O[C:2]1[C:3]([C:11]2([CH2:34][OH:35])[C:19]3[C:14](=[CH:15][CH:16]=[CH:17][CH:18]=3)[N:13]([CH2:20][CH2:21][N:22]3[C:30](=[O:31])[C:29]4[C:24](=[CH:25][CH:26]=[CH:27][CH:28]=4)[C:23]3=[O:32])[C:12]2=[O:33])=[CH:4][C:5]2[O:9][CH2:8][O:7][C:6]=2[CH:10]=1.C1(CCN2C3C(=CC=CC=3)C(C3C(O)=CC4OCOC=4C=3)(CO)C2=O)CC1, predict the reaction product. The product is: [O:33]=[C:12]1[C:11]2([C:3]3=[CH:4][C:5]4[O:9][CH2:8][O:7][C:6]=4[CH:10]=[C:2]3[O:35][CH2:34]2)[C:19]2[C:14](=[CH:15][CH:16]=[CH:17][CH:18]=2)[N:13]1[CH2:20][CH2:21][N:22]1[C:30](=[O:31])[C:29]2[C:24](=[CH:25][CH:26]=[CH:27][CH:28]=2)[C:23]1=[O:32].